Dataset: Peptide-MHC class I binding affinity with 185,985 pairs from IEDB/IMGT. Task: Regression. Given a peptide amino acid sequence and an MHC pseudo amino acid sequence, predict their binding affinity value. This is MHC class I binding data. (1) The peptide sequence is KFKRKLMYV. The MHC is HLA-B51:01 with pseudo-sequence HLA-B51:01. The binding affinity (normalized) is 0.0847. (2) The peptide sequence is PIINTHSFY. The MHC is HLA-A31:01 with pseudo-sequence HLA-A31:01. The binding affinity (normalized) is 0. (3) The MHC is H-2-Db with pseudo-sequence H-2-Db. The binding affinity (normalized) is 0.753. The peptide sequence is AQLRMITYI.